Dataset: Peptide-MHC class I binding affinity with 185,985 pairs from IEDB/IMGT. Task: Regression. Given a peptide amino acid sequence and an MHC pseudo amino acid sequence, predict their binding affinity value. This is MHC class I binding data. (1) The MHC is HLA-A02:06 with pseudo-sequence HLA-A02:06. The binding affinity (normalized) is 0.411. The peptide sequence is SLICGAALY. (2) The peptide sequence is ALLSTDGNK. The MHC is HLA-A03:01 with pseudo-sequence HLA-A03:01. The binding affinity (normalized) is 0.634. (3) The MHC is HLA-A03:01 with pseudo-sequence HLA-A03:01. The peptide sequence is VVYRGTTTYK. The binding affinity (normalized) is 0.839. (4) The peptide sequence is ADDSSSRDSF. The binding affinity (normalized) is 1.00. The MHC is Mamu-B8701 with pseudo-sequence Mamu-B8701. (5) The binding affinity (normalized) is 0. The peptide sequence is KRWLLISL. The MHC is HLA-A68:02 with pseudo-sequence HLA-A68:02. (6) The peptide sequence is IVAAVIIMA. The MHC is HLA-A02:03 with pseudo-sequence HLA-A02:03. The binding affinity (normalized) is 0.271.